This data is from Forward reaction prediction with 1.9M reactions from USPTO patents (1976-2016). The task is: Predict the product of the given reaction. (1) Given the reactants C([N:14]1[CH2:17][CH:16]([O:18][CH:19]([C:30]2[CH:35]=[CH:34][C:33]([F:36])=[CH:32][CH:31]=2)[C:20]2[CH:25]=[CH:24][CH:23]=[CH:22][C:21]=2[C:26]([F:29])([F:28])[F:27])[CH2:15]1)(C1C=CC=CC=1)C1C=CC=CC=1.Cl.[Cl:38]C1C=CC=CC=1C(OC1CNC1)C1C=CC(Cl)=CC=1, predict the reaction product. The product is: [ClH:38].[F:29][C:26]([F:27])([F:28])[C:21]1[CH:22]=[CH:23][CH:24]=[CH:25][C:20]=1[CH:19]([O:18][CH:16]1[CH2:17][NH:14][CH2:15]1)[C:30]1[CH:35]=[CH:34][C:33]([F:36])=[CH:32][CH:31]=1. (2) Given the reactants Br[CH2:2][CH2:3][C:4]([OH:6])=[O:5].[OH-].[K+].[F:9][C:10]([F:15])([F:14])[CH2:11][CH2:12][SH:13].Cl, predict the reaction product. The product is: [F:9][C:10]([F:15])([F:14])[CH2:11][CH2:12][S:13][CH2:2][CH2:3][C:4]([OH:6])=[O:5]. (3) The product is: [C:15]([C:13]1[CH:12]=[C:11]([Cl:18])[N:10]=[C:9]([N:6]2[CH2:7][CH2:8][CH:3]([NH:2][C:27]([C:21]3[NH:22][C:23]([CH3:26])=[C:24]([Cl:25])[C:20]=3[Cl:19])=[O:28])[CH2:4][CH2:5]2)[CH:14]=1)(=[O:17])[CH3:16]. Given the reactants Cl.[NH2:2][CH:3]1[CH2:8][CH2:7][N:6]([C:9]2[CH:14]=[C:13]([C:15](=[O:17])[CH3:16])[CH:12]=[C:11]([Cl:18])[N:10]=2)[CH2:5][CH2:4]1.[Cl:19][C:20]1[C:24]([Cl:25])=[C:23]([CH3:26])[NH:22][C:21]=1[C:27](NC1CCN(C2C=C(C3N=CON=3)C=C(Cl)N=2)CC1)=[O:28], predict the reaction product. (4) The product is: [CH2:14]([O:18][CH2:19][C:20]1[CH:28]=[CH:27][C:23]([C:24]([OH:26])=[O:25])=[CH:22][CH:21]=1)[CH3:15]. Given the reactants BrCC1C=CC(C(O)=O)=CC=1.[H-].[Na+].[CH2:14]([O:18][CH2:19][C:20]1[CH:28]=[CH:27][C:23]([C:24]([OH:26])=[O:25])=[CH:22][CH:21]=1)[CH2:15]C=C, predict the reaction product. (5) Given the reactants [NH2:1][C:2]1[CH:10]=[CH:9][CH:8]=[C:7]([CH3:11])[C:3]=1[C:4](O)=[O:5].[CH:12]([NH2:14])=O, predict the reaction product. The product is: [CH3:11][C:7]1[CH:8]=[CH:9][CH:10]=[C:2]2[C:3]=1[C:4](=[O:5])[NH:14][CH:12]=[N:1]2. (6) The product is: [S:11]1[C:7]2[CH2:6][CH2:5][O:4][CH:3]([CH2:2][N:12]3[CH2:16][CH2:15][CH2:14][CH2:13]3)[C:8]=2[CH:9]=[CH:10]1. Given the reactants Cl[CH2:2][CH:3]1[C:8]2[CH:9]=[CH:10][S:11][C:7]=2[CH2:6][CH2:5][O:4]1.[NH:12]1[CH2:16][CH2:15][CH2:14][CH2:13]1.[Na+].[I-].Cl, predict the reaction product. (7) Given the reactants [CH3:1][C:2]1[N:3]=[CH:4][S:5][C:6]=1[CH2:7]O.[Br:9]P(Br)Br, predict the reaction product. The product is: [BrH:9].[Br:9][CH2:7][C:6]1[S:5][CH:4]=[N:3][C:2]=1[CH3:1].